From a dataset of Reaction yield outcomes from USPTO patents with 853,638 reactions. Predict the reaction yield, written as a fraction of the theoretical maximum amount of product (1.0 means a 100% yield; for example, 0.34 means a 34% yield). (1) The reactants are [I:1][CH2:2][CH:3]1[CH2:8][CH2:7][O:6][CH2:5][CH2:4]1.[C:9]1([P:15]([C:22]2[CH:27]=[CH:26][CH:25]=[CH:24][CH:23]=2)[C:16]2[CH:21]=[CH:20][CH:19]=[CH:18][CH:17]=2)[CH:14]=[CH:13][CH:12]=[CH:11][CH:10]=1. The catalyst is C(#N)C. The product is [I-:1].[C:22]1([P+:15]([C:9]2[CH:10]=[CH:11][CH:12]=[CH:13][CH:14]=2)([C:16]2[CH:21]=[CH:20][CH:19]=[CH:18][CH:17]=2)[CH2:2][CH:3]2[CH2:8][CH2:7][O:6][CH2:5][CH2:4]2)[CH:23]=[CH:24][CH:25]=[CH:26][CH:27]=1. The yield is 0.300. (2) The product is [Cl:1][C:2]1[C:3]2[CH:10]=[CH:9][N:8]([C@H:11]3[C@@H:15]4[O:16][C:17]([CH3:20])([CH3:19])[O:18][C@@H:14]4[C@@H:13]([C@@:21]([C:23]4[CH:28]=[CH:27][C:26]([F:29])=[C:25]([F:30])[CH:24]=4)([OH:22])[CH3:31])[O:12]3)[C:4]=2[N:5]=[CH:6][N:7]=1. The yield is 0.820. The reactants are [Cl:1][C:2]1[C:3]2[CH:10]=[CH:9][N:8]([C@H:11]3[C@@H:15]4[O:16][C:17]([CH3:20])([CH3:19])[O:18][C@@H:14]4[C@@H:13]([C:21]([C:23]4[CH:28]=[CH:27][C:26]([F:29])=[C:25]([F:30])[CH:24]=4)=[O:22])[O:12]3)[C:4]=2[N:5]=[CH:6][N:7]=1.[CH3:31][Mg]Br.[NH4+].[Cl-]. The catalyst is C1COCC1. (3) The reactants are [Br:1][C:2]1[CH:24]=[CH:23][C:5]([C:6]([O:8][CH2:9][C@:10]2([CH2:21][OH:22])[C:19]3[C:14](=[CH:15][C:16]([Cl:20])=[CH:17][CH:18]=3)[CH2:13][CH2:12][CH2:11]2)=[O:7])=[CH:4][CH:3]=1.CC(OI1(OC(C)=O)(OC(C)=O)OC(=O)C2C=CC=CC1=2)=O. The catalyst is C(Cl)Cl. The product is [Br:1][C:2]1[CH:3]=[CH:4][C:5]([C:6]([O:8][CH2:9][C@:10]2([CH:21]=[O:22])[C:19]3[C:14](=[CH:15][C:16]([Cl:20])=[CH:17][CH:18]=3)[CH2:13][CH2:12][CH2:11]2)=[O:7])=[CH:23][CH:24]=1. The yield is 0.810.